This data is from Forward reaction prediction with 1.9M reactions from USPTO patents (1976-2016). The task is: Predict the product of the given reaction. (1) Given the reactants C(OC([N:8]1[CH2:16][C:15]2[C:10](=[CH:11][CH:12]=[C:13]([N:17]3[CH2:22][CH2:21][CH2:20][C:19]([F:24])([F:23])[CH2:18]3)[CH:14]=2)[CH2:9]1)=O)(C)(C)C.[ClH:25], predict the reaction product. The product is: [ClH:25].[F:24][C:19]1([F:23])[CH2:20][CH2:21][CH2:22][N:17]([C:13]2[CH:14]=[C:15]3[C:10](=[CH:11][CH:12]=2)[CH2:9][NH:8][CH2:16]3)[CH2:18]1. (2) Given the reactants C(B1[O:11][C@H:10]2[CH2:12][C@H:7]([C@H:8]([CH2:25][CH2:26][C@@H:27]([OH:36])[CH2:28][CH2:29][C:30]3[CH:35]=[CH:34][CH:33]=[CH:32][CH:31]=3)[C@H:9]2[CH2:13]/[CH:14]=[CH:15]\[CH2:16][CH2:17][CH2:18][C:19]([O:21][CH:22]([CH3:24])[CH3:23])=[O:20])[O:6]1)CCC.[C:37](Cl)(=[O:47])[O:38][CH2:39][CH:40]([CH2:44][C:45]#[CH:46])[CH2:41][C:42]#[CH:43], predict the reaction product. The product is: [OH:6][C@@H:7]1[CH2:12][C@H:10]([OH:11])[C@H:9]([CH2:13]/[CH:14]=[CH:15]\[CH2:16][CH2:17][CH2:18][C:19]([O:21][CH:22]([CH3:24])[CH3:23])=[O:20])[C@H:8]1[CH2:25][CH2:26][C@@H:27]([O:36][C:37]([O:38][CH2:39][CH:40]([CH2:44][C:45]#[CH:46])[CH2:41][C:42]#[CH:43])=[O:47])[CH2:28][CH2:29][C:30]1[CH:31]=[CH:32][CH:33]=[CH:34][CH:35]=1.